Dataset: Forward reaction prediction with 1.9M reactions from USPTO patents (1976-2016). Task: Predict the product of the given reaction. (1) Given the reactants [CH2:1]([O:3][C:4](=[O:21])[CH:5]([O:18][CH2:19][CH3:20])[CH2:6][C:7]1[CH:12]=[C:11]([O:13][CH2:14][CH3:15])[C:10]([OH:16])=[CH:9][C:8]=1[F:17])[CH3:2].Cl[CH2:23][C:24]1[N:25]=[C:26]([C:29]2[CH:34]=[CH:33][C:32]([CH:35]([CH3:37])[CH3:36])=[CH:31][CH:30]=2)[S:27][CH:28]=1.C(C1C=CC(C(N)=S)=CC=1)(C)C.ClCC(CCl)=O.C(=O)([O-])[O-].[Cs+].[Cs+], predict the reaction product. The product is: [CH2:1]([O:3][C:4](=[O:21])[CH:5]([O:18][CH2:19][CH3:20])[CH2:6][C:7]1[CH:12]=[C:11]([O:13][CH2:14][CH3:15])[C:10]([O:16][CH2:23][C:24]2[N:25]=[C:26]([C:29]3[CH:34]=[CH:33][C:32]([CH:35]([CH3:37])[CH3:36])=[CH:31][CH:30]=3)[S:27][CH:28]=2)=[CH:9][C:8]=1[F:17])[CH3:2]. (2) The product is: [Si:3]([O:10][CH2:11][CH2:12][NH:13][CH2:16][CH2:15][C:14]([O:18][CH2:19][C:20]1[CH:25]=[CH:24][CH:23]=[CH:22][CH:21]=1)=[O:17])([C:6]([CH3:8])([CH3:9])[CH3:7])([CH3:5])[CH3:4]. Given the reactants [Cl-].[Li+].[Si:3]([O:10][CH2:11][CH2:12][NH2:13])([C:6]([CH3:9])([CH3:8])[CH3:7])([CH3:5])[CH3:4].[C:14]([O:18][CH2:19][C:20]1[CH:25]=[CH:24][CH:23]=[CH:22][CH:21]=1)(=[O:17])[CH:15]=[CH2:16], predict the reaction product. (3) Given the reactants C([C@H]1[O:9][C:8](=[O:10])[C@:7]([C:17]2[CH2:21][CH2:20][CH2:19][CH:18]=2)([C:11]2[CH:16]=[CH:15][CH:14]=[CH:13][CH:12]=2)[O:6]1)(C)(C)C.CO.O.[OH-].[K+], predict the reaction product. The product is: [C:17]1([C@:7]([OH:6])([C:11]2[CH:12]=[CH:13][CH:14]=[CH:15][CH:16]=2)[C:8]([OH:10])=[O:9])[CH2:21][CH2:20][CH2:19][CH:18]=1. (4) Given the reactants [CH2:1]([O:3][C:4]([C:6]1[C:7]([OH:28])=[C:8]2[C:16](Br)=[C:15](Br)[N:14]([CH2:19][C:20]3[CH:25]=[CH:24][CH:23]=[CH:22][C:21]=3[O:26][CH3:27])[C:9]2=[C:10]([C:12]#[N:13])[N:11]=1)=[O:5])[CH3:2].C([O-])=O.[NH4+], predict the reaction product. The product is: [CH2:1]([O:3][C:4]([C:6]1[C:7]([OH:28])=[C:8]2[CH:16]=[CH:15][N:14]([CH2:19][C:20]3[CH:25]=[CH:24][CH:23]=[CH:22][C:21]=3[O:26][CH3:27])[C:9]2=[C:10]([C:12]#[N:13])[N:11]=1)=[O:5])[CH3:2]. (5) Given the reactants [OH:1][C:2]1[CH:11]=[C:10]2[C:5]([CH2:6][CH2:7][CH:8]([C:12]([O:14][CH3:15])=[O:13])[CH2:9]2)=[CH:4][CH:3]=1.C(N(CC)CC)C.[F:23][C:24]([F:37])([F:36])[S:25](O[S:25]([C:24]([F:37])([F:36])[F:23])(=[O:27])=[O:26])(=[O:27])=[O:26], predict the reaction product. The product is: [F:23][C:24]([F:37])([F:36])[S:25]([O:1][C:2]1[CH:11]=[C:10]2[C:5]([CH2:6][CH2:7][CH:8]([C:12]([O:14][CH3:15])=[O:13])[CH2:9]2)=[CH:4][CH:3]=1)(=[O:27])=[O:26]. (6) Given the reactants [Cl:1][C:2]1[C:7]([Cl:8])=[CH:6][N:5]=[CH:4][C:3]=1[CH:9]=O.Cl.[NH2:12][OH:13], predict the reaction product. The product is: [Cl:1][C:2]1[C:7]([Cl:8])=[CH:6][N:5]=[CH:4][C:3]=1[CH:9]=[N:12][OH:13]. (7) Given the reactants [CH3:1][O:2][CH2:3][CH2:4][NH:5][C:6]([C:8]1[CH:13]=[C:12]([CH2:14]CS([O-])(=O)=O)[CH:11]=[CH:10][N:9]=1)=[O:7].[NH2:20][C:21]1[CH:40]=[CH:39][C:38]([F:41])=[CH:37][C:22]=1[C:23]([NH:25][C:26]1[CH:36]=[CH:35][C:29]2[O:30][C:31]([F:34])([F:33])[O:32][C:28]=2[CH:27]=1)=[O:24], predict the reaction product. The product is: [F:34][C:31]1([F:33])[O:30][C:29]2[CH:35]=[CH:36][C:26]([NH:25][C:23]([C:22]3[CH:37]=[C:38]([F:41])[CH:39]=[CH:40][C:21]=3[NH:20][CH2:14][C:12]3[CH:11]=[CH:10][N:9]=[C:8]([C:6]([NH:5][CH2:4][CH2:3][O:2][CH3:1])=[O:7])[CH:13]=3)=[O:24])=[CH:27][C:28]=2[O:32]1. (8) Given the reactants [F:1][C:2]([F:12])([F:11])[C:3]1[CH:10]=[CH:9][C:6]([C:7]#[N:8])=[CH:5][CH:4]=1.[CH3:13][S:14][C:15]1[CH:21]=[CH:20][C:18]([NH2:19])=[CH:17][CH:16]=1, predict the reaction product. The product is: [CH3:13][S:14][C:15]1[CH:21]=[CH:20][C:18]([NH:19][C:7]([C:6]2[CH:5]=[CH:4][C:3]([C:2]([F:1])([F:11])[F:12])=[CH:10][CH:9]=2)=[NH:8])=[CH:17][CH:16]=1. (9) Given the reactants [NH:1]1[C:9]2[C:4](=[CH:5][CH:6]=[C:7]([NH:10][C:11](=[O:56])[C@@H:12]([NH:38][C:39]([C@H:41]3[CH2:46][CH2:45][C@H:44]([CH2:47][NH:48]C(=O)OC(C)(C)C)[CH2:43][CH2:42]3)=[O:40])[CH2:13][C:14]3[CH:19]=[CH:18][C:17]([C:20]4[CH:25]=[CH:24][C:23]([C:26]([N:28]5[CH2:32][CH2:31][CH:30]6[CH2:33][NH:34][C:35](=[O:36])[CH:29]56)=[O:27])=[CH:22][C:21]=4[CH3:37])=[CH:16][CH:15]=3)[CH:8]=2)[CH:3]=[N:2]1.[ClH:57], predict the reaction product. The product is: [ClH:57].[NH2:48][CH2:47][C@H:44]1[CH2:45][CH2:46][C@H:41]([C:39]([NH:38][C@@H:12]([CH2:13][C:14]2[CH:15]=[CH:16][C:17]([C:20]3[CH:25]=[CH:24][C:23]([C:26]([N:28]4[CH2:32][CH2:31][CH:30]5[CH2:33][NH:34][C:35](=[O:36])[CH:29]45)=[O:27])=[CH:22][C:21]=3[CH3:37])=[CH:18][CH:19]=2)[C:11]([NH:10][C:7]2[CH:8]=[C:9]3[C:4]([CH:3]=[N:2][NH:1]3)=[CH:5][CH:6]=2)=[O:56])=[O:40])[CH2:42][CH2:43]1. (10) Given the reactants C([O:8][C:9]1[CH:18]=[CH:17][C:16]2[C:11](=[CH:12][CH:13]=[CH:14][CH:15]=2)[C:10]=1[C:19]1[N:20]=[C:21]([NH:24][C:25](=[O:27])[CH3:26])[NH:22][CH:23]=1)C1C=CC=CC=1.[H][H], predict the reaction product. The product is: [OH:8][C:9]1[CH:18]=[CH:17][C:16]2[C:11](=[CH:12][CH:13]=[CH:14][CH:15]=2)[C:10]=1[C:19]1[N:20]=[C:21]([NH:24][C:25](=[O:27])[CH3:26])[NH:22][CH:23]=1.